This data is from Catalyst prediction with 721,799 reactions and 888 catalyst types from USPTO. The task is: Predict which catalyst facilitates the given reaction. (1) Reactant: [CH3:1][O:2][C:3]1[CH:20]=[CH:19][C:6]([CH2:7][N:8]2[C:12](=[O:13])[C:11]3=[CH:14][CH:15]=[CH:16][CH:17]=[C:10]3[C:9]2=[O:18])=[CH:5][C:4]=1[CH:21]=[CH2:22].[H][H]. Product: [CH2:21]([C:4]1[CH:5]=[C:6]([CH:19]=[CH:20][C:3]=1[O:2][CH3:1])[CH2:7][N:8]1[C:9](=[O:18])[C:10]2=[CH:17][CH:16]=[CH:15][CH:14]=[C:11]2[C:12]1=[O:13])[CH3:22]. The catalyst class is: 312. (2) Reactant: C[O:2][C:3](=[O:21])[CH2:4][N:5]1[C:10]2[CH:11]=[CH:12][CH:13]=[C:14]([CH:15]([CH3:17])[CH3:16])[C:9]=2[O:8][C:7]([CH3:19])([CH3:18])[C:6]1=[O:20].[OH-].[Na+]. Product: [CH:15]([C:14]1[C:9]2[O:8][C:7]([CH3:19])([CH3:18])[C:6](=[O:20])[N:5]([CH2:4][C:3]([OH:21])=[O:2])[C:10]=2[CH:11]=[CH:12][CH:13]=1)([CH3:17])[CH3:16]. The catalyst class is: 5. (3) Reactant: [CH2:1]([CH:21]([CH2:23][CH2:24][CH2:25][CH2:26]/[CH:27]=[CH:28]\[CH2:29]/[CH:30]=[CH:31]\[CH2:32]/[CH:33]=[CH:34]\[CH2:35]/[CH:36]=[CH:37]\[CH2:38][CH2:39][CH2:40][CH2:41][CH3:42])[OH:22])[CH2:2][CH2:3][CH2:4]/[CH:5]=[CH:6]\[CH2:7]/[CH:8]=[CH:9]\[CH2:10]/[CH:11]=[CH:12]\[CH2:13]/[CH:14]=[CH:15]\[CH2:16][CH2:17][CH2:18][CH2:19][CH3:20].C(=O)([O-])[O-].[K+].[K+].[Cr](Cl)([O-])(=O)=O.[NH+]1C=CC=CC=1.CCOCC. Product: [CH2:1]([C:21]([CH2:23][CH2:24][CH2:25][CH2:26]/[CH:27]=[CH:28]\[CH2:29]/[CH:30]=[CH:31]\[CH2:32]/[CH:33]=[CH:34]\[CH2:35]/[CH:36]=[CH:37]\[CH2:38][CH2:39][CH2:40][CH2:41][CH3:42])=[O:22])[CH2:2][CH2:3][CH2:4]/[CH:5]=[CH:6]\[CH2:7]/[CH:8]=[CH:9]\[CH2:10]/[CH:11]=[CH:12]\[CH2:13]/[CH:14]=[CH:15]\[CH2:16][CH2:17][CH2:18][CH2:19][CH3:20]. The catalyst class is: 2. (4) Reactant: [I-].[CH3:2][S+](C)(C)=O.[H-].[Na+].[Si:9]([O:26][CH2:27][C@@H:28]([N:32]1[C@H:37]([C:38]2[CH:43]=[CH:42][C:41]([Cl:44])=[CH:40][CH:39]=2)[C@@H:36]([C:45]2[CH:50]=[CH:49][CH:48]=[C:47]([Cl:51])[CH:46]=2)[CH2:35][C@@:34]([C:53](=[CH2:58])[C:54]([O:56][CH3:57])=[O:55])([CH3:52])[C:33]1=[O:59])[CH:29]1[CH2:31][CH2:30]1)([C:22]([CH3:25])([CH3:24])[CH3:23])([C:16]1[CH:21]=[CH:20][CH:19]=[CH:18][CH:17]=1)[C:10]1[CH:15]=[CH:14][CH:13]=[CH:12][CH:11]=1. Product: [Si:9]([O:26][CH2:27][C@@H:28]([N:32]1[C@H:37]([C:38]2[CH:39]=[CH:40][C:41]([Cl:44])=[CH:42][CH:43]=2)[C@@H:36]([C:45]2[CH:50]=[CH:49][CH:48]=[C:47]([Cl:51])[CH:46]=2)[CH2:35][C@@:34]([C:53]2([C:54]([O:56][CH3:57])=[O:55])[CH2:2][CH2:58]2)([CH3:52])[C:33]1=[O:59])[CH:29]1[CH2:30][CH2:31]1)([C:22]([CH3:23])([CH3:24])[CH3:25])([C:16]1[CH:21]=[CH:20][CH:19]=[CH:18][CH:17]=1)[C:10]1[CH:11]=[CH:12][CH:13]=[CH:14][CH:15]=1. The catalyst class is: 16. (5) Reactant: [Br:1][C:2]1[CH:3]=[CH:4][CH:5]=[C:6]2[C:10]=1[N:9]([CH3:11])[C:8]([C:12](OCC)=[O:13])=[CH:7]2.[BH4-].[Li+].[Cl-].[NH4+]. Product: [Br:1][C:2]1[CH:3]=[CH:4][CH:5]=[C:6]2[C:10]=1[N:9]([CH3:11])[C:8]([CH2:12][OH:13])=[CH:7]2. The catalyst class is: 7. (6) Reactant: [CH2:1]([O:3][C:4](=[O:18])[C:5](=O)[CH:6]=[C:7]([C:9]1[CH:14]=[CH:13][C:12]([Cl:15])=[C:11]([CH3:16])[CH:10]=1)[O-])C.O.[NH2:20][NH2:21]. Product: [CH3:1][O:3][C:4]([C:5]1[CH:6]=[C:7]([C:9]2[CH:14]=[CH:13][C:12]([Cl:15])=[C:11]([CH3:16])[CH:10]=2)[NH:21][N:20]=1)=[O:18]. The catalyst class is: 15. (7) Reactant: C(OC(=O)[NH:7][CH2:8][C:9]1[CH:14]=[CH:13][C:12]([O:15][CH2:16][CH2:17][OH:18])=[CH:11][C:10]=1[O:19][CH3:20])(C)(C)C.Cl. Product: [NH2:7][CH2:8][C:9]1[CH:14]=[CH:13][C:12]([O:15][CH2:16][CH2:17][OH:18])=[CH:11][C:10]=1[O:19][CH3:20]. The catalyst class is: 15. (8) Reactant: Cl.[NH:2]1[C:10]2[C:5](=[CH:6][C:7]([C:11]3[C:19]4[C:18]([NH2:20])=[N:17][CH:16]=[N:15][C:14]=4[N:13]([CH3:21])[CH:12]=3)=[CH:8][CH:9]=2)[CH2:4][CH2:3]1.[CH3:22][O:23][C:24]1[CH:25]=[C:26]([CH2:30][C:31](O)=[O:32])[CH:27]=[CH:28][CH:29]=1.CN(C(ON1N=NC2C=CC=NC1=2)=[N+](C)C)C.F[P-](F)(F)(F)(F)F.CCN(C(C)C)C(C)C. Product: [CH3:21][N:13]1[C:14]2[N:15]=[CH:16][N:17]=[C:18]([NH2:20])[C:19]=2[C:11]([C:7]2[CH:6]=[C:5]3[C:10](=[CH:9][CH:8]=2)[N:2]([C:31](=[O:32])[CH2:30][C:26]2[CH:27]=[CH:28][CH:29]=[C:24]([O:23][CH3:22])[CH:25]=2)[CH2:3][CH2:4]3)=[CH:12]1. The catalyst class is: 18. (9) Reactant: [CH3:1][O:2][C:3](=[O:32])[NH:4][CH:5]([C:9]([N:11]1[CH:19]([C:20]2[NH:21][C:22]([C:25]3[CH:30]=[CH:29][C:28]([Br:31])=[CH:27][CH:26]=3)=[CH:23][N:24]=2)[CH2:18][C:13]2(OCC[O:14]2)[CH2:12]1)=[O:10])[CH:6]([CH3:8])[CH3:7].O.CC1C=CC(S(O)(=O)=O)=CC=1.O.CC1C=CC(S(O)(=O)=O)=CC=1. Product: [CH3:1][O:2][C:3](=[O:32])[NH:4][CH:5]([C:9]([N:11]1[CH2:12][C:13](=[O:14])[CH2:18][CH:19]1[C:20]1[NH:21][C:22]([C:25]2[CH:26]=[CH:27][C:28]([Br:31])=[CH:29][CH:30]=2)=[CH:23][N:24]=1)=[O:10])[CH:6]([CH3:8])[CH3:7]. The catalyst class is: 21. (10) Reactant: [Br:1][C:2]1[CH:7]=[CH:6][C:5]([CH:8]([CH3:12])[C:9](O)=[O:10])=[CH:4][CH:3]=1.B. Product: [Br:1][C:2]1[CH:3]=[CH:4][C:5]([CH:8]([CH3:12])[CH2:9][OH:10])=[CH:6][CH:7]=1. The catalyst class is: 7.